This data is from Reaction yield outcomes from USPTO patents with 853,638 reactions. The task is: Predict the reaction yield, written as a fraction of the theoretical maximum amount of product (1.0 means a 100% yield; for example, 0.34 means a 34% yield). (1) The reactants are Br[C:2]1[C:3]([CH3:14])=[C:4]([CH3:13])[C:5]2[O:9][C:8]([CH3:11])([CH3:10])[CH2:7][C:6]=2[CH:12]=1.[CH3:15][O:16][C:17]1[CH:22]=[CH:21][C:20]([N:23]2[CH2:28][CH2:27][NH:26][CH2:25][CH2:24]2)=[CH:19][CH:18]=1. No catalyst specified. The product is [CH3:15][O:16][C:17]1[CH:18]=[CH:19][C:20]([N:23]2[CH2:28][CH2:27][N:26]([C:2]3[C:3]([CH3:14])=[C:4]([CH3:13])[C:5]4[O:9][C:8]([CH3:11])([CH3:10])[CH2:7][C:6]=4[CH:12]=3)[CH2:25][CH2:24]2)=[CH:21][CH:22]=1. The yield is 0.580. (2) The reactants are [CH2:1]([C:3]1[N:7]2[CH:8]=[CH:9][CH:10]=[C:11]([C:12]([F:15])([F:14])[F:13])[C:6]2=[N:5][C:4]=1[NH:16][S:17]([C:20]1[CH:25]=[CH:24][CH:23]=[CH:22][CH:21]=1)(=[O:19])=[O:18])[CH3:2].[C:43]1(P([C:39]2[CH:44]=[CH:43][CH:42]=[CH:41]C=2)[C:43]2[CH:44]=[CH:39]C=[CH:41][CH:42]=2)[CH:44]=[CH:39]C=[CH:41][CH:42]=1.CC(OC(/N=N/C(OC(C)C)=O)=O)C. The catalyst is C1COCC1.O.C(OCC)(=O)C. The product is [CH:43]1([CH2:42][CH2:41][N:16]([C:4]2[N:5]=[C:6]3[C:11]([C:12]([F:13])([F:14])[F:15])=[CH:10][CH:9]=[CH:8][N:7]3[C:3]=2[CH2:1][CH3:2])[S:17]([C:20]2[CH:25]=[CH:24][CH:23]=[CH:22][CH:21]=2)(=[O:18])=[O:19])[CH2:44][CH2:39]1. The yield is 0.410. (3) The reactants are [C:1]([O:5][C:6]([N:8]1[CH2:12][CH2:11][CH2:10][C@H:9]1[C:13]1[NH:14][C:15]([C:18]2[CH:19]=[N:20][C:21]([C:24]3[CH:29]=[CH:28][C:27]([C:30]4[NH:31][C:32]([C@@H:35]5[CH2:39][CH2:38][CH2:37][N:36]5C(OCC5C=CC=CC=5)=O)=[N:33][CH:34]=4)=[CH:26][CH:25]=3)=[N:22][CH:23]=2)=[CH:16][N:17]=1)=[O:7])([CH3:4])([CH3:3])[CH3:2].C([O-])([O-])=O.[K+].[K+].O. The catalyst is CO.[Pd]. The product is [C:1]([O:5][C:6]([N:8]1[CH2:12][CH2:11][CH2:10][C@H:9]1[C:13]1[NH:14][C:15]([C:18]2[CH:23]=[N:22][C:21]([C:24]3[CH:29]=[CH:28][C:27]([C:30]4[NH:31][C:32]([C@@H:35]5[CH2:39][CH2:38][CH2:37][NH:36]5)=[N:33][CH:34]=4)=[CH:26][CH:25]=3)=[N:20][CH:19]=2)=[CH:16][N:17]=1)=[O:7])([CH3:4])([CH3:2])[CH3:3]. The yield is 0.560. (4) The reactants are CN(C)C=O.[CH2:6]([O:10][C:11]1[CH:19]=[CH:18][C:14]([C:15]([OH:17])=[O:16])=[CH:13][N:12]=1)[CH2:7][CH2:8][CH3:9].CS(O[CH2:25][CH2:26][C:27]([CH3:31])=[C:28]([F:30])[F:29])(=O)=O.C(=O)([O-])O.[Na+]. The catalyst is O. The product is [CH2:6]([O:10][C:11]1[CH:19]=[CH:18][C:14]([C:15]([O:17][CH2:25][CH2:26][C:27]([CH3:31])=[C:28]([F:30])[F:29])=[O:16])=[CH:13][N:12]=1)[CH2:7][CH2:8][CH3:9]. The yield is 0.750. (5) The reactants are [H-].[Al+3].[Li+].[H-].[H-].[H-].[N:7]([CH:10]([CH:17]1[CH2:22][CH2:21][S:20][CH2:19][CH2:18]1)[C:11]1[O:12][C:13]([CH3:16])=[CH:14][CH:15]=1)=[N+]=[N-].O.[OH-].[Na+]. The catalyst is O1CCCC1.C(OCC)C. The product is [CH3:16][C:13]1[O:12][C:11]([CH:10]([NH2:7])[CH:17]2[CH2:18][CH2:19][S:20][CH2:21][CH2:22]2)=[CH:15][CH:14]=1. The yield is 0.860. (6) The reactants are Br[C:2]1[C:7]([CH3:8])=[CH:6][CH:5]=[CH:4][N:3]=1.C([Li])CCC.[CH2:14]([Sn:18](Cl)([CH2:23][CH2:24][CH2:25][CH3:26])[CH2:19][CH2:20][CH2:21][CH3:22])[CH2:15][CH2:16][CH3:17].O. The catalyst is O1CCCC1.CCCCCC. The product is [CH3:8][C:7]1[C:2]([Sn:18]([CH2:19][CH2:20][CH2:21][CH3:22])([CH2:23][CH2:24][CH2:25][CH3:26])[CH2:14][CH2:15][CH2:16][CH3:17])=[N:3][CH:4]=[CH:5][CH:6]=1. The yield is 0.790.